From a dataset of Full USPTO retrosynthesis dataset with 1.9M reactions from patents (1976-2016). Predict the reactants needed to synthesize the given product. (1) Given the product [CH3:10][CH:9]([CH3:11])[CH:8]([NH:12][C:13](=[O:19])[O:14][C:15]([CH3:18])([CH3:17])[CH3:16])[C:5]1[CH:6]=[CH:7][C:2]([B:28]2[O:29][C:30]([CH3:32])([CH3:31])[C:26]([CH3:42])([CH3:25])[O:27]2)=[CH:3][CH:4]=1, predict the reactants needed to synthesize it. The reactants are: Br[C:2]1[CH:7]=[CH:6][C:5]([CH:8]([NH:12][C:13](=[O:19])[O:14][C:15]([CH3:18])([CH3:17])[CH3:16])[CH:9]([CH3:11])[CH3:10])=[CH:4][CH:3]=1.CC([O-])=O.[K+].[CH3:25][C:26]1([CH3:42])[C:30]([CH3:32])([CH3:31])[O:29][B:28]([B:28]2[O:29][C:30]([CH3:32])([CH3:31])[C:26]([CH3:42])([CH3:25])[O:27]2)[O:27]1.O. (2) Given the product [CH3:31][C:28]1[S:27][C:26]([CH2:25][C:24]2[N:32]=[C:19]([CH:16]3[CH2:17][CH2:18][CH:14]([NH:13][C@@H:11]([C:1]4[C:10]5[C:5](=[CH:6][CH:7]=[CH:8][CH:9]=5)[CH:4]=[CH:3][CH:2]=4)[CH3:12])[CH2:15]3)[O:22][N:23]=2)=[N:30][CH:29]=1, predict the reactants needed to synthesize it. The reactants are: [C:1]1([C@H:11]([NH:13][CH:14]2[CH2:18][CH2:17][CH:16]([C:19](O)=O)[CH2:15]2)[CH3:12])[C:10]2[C:5](=[CH:6][CH:7]=[CH:8][CH:9]=2)[CH:4]=[CH:3][CH:2]=1.[OH:22][NH:23][C:24](=[NH:32])[CH2:25][C:26]1[S:27][C:28]([CH3:31])=[CH:29][N:30]=1.CCOC(C)=O. (3) Given the product [CH:15]([N:7]1[C:8]2[C:13](=[CH:12][CH:11]=[C:10]([CH3:14])[CH:9]=2)[C:5]([C:3]([OH:4])=[O:20])=[CH:6]1)([CH3:17])[CH3:16], predict the reactants needed to synthesize it. The reactants are: FC(F)(F)[C:3]([C:5]1[C:13]2[C:8](=[CH:9][C:10]([CH3:14])=[CH:11][CH:12]=2)[N:7]([CH:15]([CH3:17])[CH3:16])[CH:6]=1)=[O:4].[OH-:20].[Na+].